From a dataset of Forward reaction prediction with 1.9M reactions from USPTO patents (1976-2016). Predict the product of the given reaction. (1) Given the reactants [N+:1]([C:4]1[CH:9]=[CH:8][CH:7]=[CH:6][C:5]=1[CH:10]([O:17]C(=O)C(Cl)(Cl)Cl)[C:11]1[CH:16]=[CH:15][CH:14]=[CH:13][CH:12]=1)([O-])=[O:2].[CH3:24][O:25][C:26]1[CH:27]=[C:28]([CH:32]([O:42]C(=O)C(Cl)(Cl)Cl)[C:33]2[CH:38]=[CH:37][CH:36]=[CH:35][C:34]=2[N+:39]([O-])=[O:40])[CH:29]=[CH:30][CH:31]=1, predict the reaction product. The product is: [N:1]([C:4]1[CH:9]=[CH:8][CH:7]=[CH:6][C:5]=1[C:10]([C:11]1[CH:16]=[CH:15][CH:14]=[CH:13][CH:12]=1)=[O:17])=[O:2].[CH3:24][O:25][C:26]1[CH:27]=[C:28]([C:32](=[O:42])[C:33]2[CH:38]=[CH:37][CH:36]=[CH:35][C:34]=2[N:39]=[O:40])[CH:29]=[CH:30][CH:31]=1. (2) Given the reactants [Br:1][C:2]1[CH:7]=[CH:6][C:5]([OH:8])=[CH:4][CH:3]=1.[C:9](Cl)(=[O:14])[C:10]([CH3:13])([CH3:12])[CH3:11].C(N(CC)CC)C, predict the reaction product. The product is: [C:9]([O:8][C:5]1[CH:6]=[CH:7][C:2]([Br:1])=[CH:3][CH:4]=1)(=[O:14])[C:10]([CH3:13])([CH3:12])[CH3:11]. (3) Given the reactants [Br:1][CH2:2][CH2:3][CH2:4][CH2:5][CH2:6][CH2:7][CH2:8][CH2:9][C:10]1[CH:15]=[CH:14][CH:13]=[CH:12][CH:11]=1.[N:16]1[CH:21]=[CH:20][C:19]([CH3:22])=[CH:18][CH:17]=1, predict the reaction product. The product is: [Br-:1].[CH3:22][C:19]1[CH:20]=[CH:21][N+:16]([CH2:2][CH2:3][CH2:4][CH2:5][CH2:6][CH2:7][CH2:8][CH2:9][C:10]2[CH:15]=[CH:14][CH:13]=[CH:12][CH:11]=2)=[CH:17][CH:18]=1. (4) Given the reactants [CH3:1][O:2][C:3]1[CH:4]=[C:5]2[C:10](=[CH:11][C:12]=1[O:13][CH3:14])[N:9]=[CH:8][CH:7]=[C:6]2[O:15][C:16]1[C:22]([CH3:23])=[CH:21][C:19]([NH2:20])=[C:18]([CH3:24])[CH:17]=1.Cl[C:26](Cl)([O:28][C:29](=[O:35])OC(Cl)(Cl)Cl)Cl.[CH2:37]1[C:46]2[C:41](=[CH:42][CH:43]=[CH:44][CH:45]=2)[CH2:40][CH2:39]C1O.C(=O)(O)[O-].[Na+], predict the reaction product. The product is: [CH3:1][O:2][C:3]1[CH:4]=[C:5]2[C:10](=[CH:11][C:12]=1[O:13][CH3:14])[N:9]=[CH:8][CH:7]=[C:6]2[O:15][C:16]1[C:22]([CH3:23])=[CH:21][C:19]([NH:20][C:29](=[O:35])[O:28][CH:26]2[CH2:39][CH2:40][C:41]3[C:46](=[CH:45][CH:44]=[CH:43][CH:42]=3)[CH2:37]2)=[C:18]([CH3:24])[CH:17]=1. (5) Given the reactants [CH3:1][Si]([N-][Si](C)(C)C)(C)C.[Li+].[O:11]1[CH2:16][CH2:15][CH2:14][CH2:13][CH:12]1[N:17]1[CH:21]=[CH:20][C:19]([C:22]([C:24]2[CH:41]=[CH:40][C:27]3[N:28]([CH2:32][O:33][CH2:34][CH2:35][Si:36]([CH3:39])([CH3:38])[CH3:37])[C:29](=[O:31])[S:30][C:26]=3[CH:25]=2)=O)=[N:18]1, predict the reaction product. The product is: [O:11]1[CH2:16][CH2:15][CH2:14][CH2:13][CH:12]1[N:17]1[CH:21]=[CH:20][C:19]([C:22]([C:24]2[CH:41]=[CH:40][C:27]3[N:28]([CH2:32][O:33][CH2:34][CH2:35][Si:36]([CH3:39])([CH3:38])[CH3:37])[C:29](=[O:31])[S:30][C:26]=3[CH:25]=2)=[CH2:1])=[N:18]1. (6) Given the reactants [Cl:1][C:2]1[CH:7]=[CH:6][C:5]([C:8]2[S:9][C:10]([CH2:14][NH2:15])=[C:11]([CH3:13])[N:12]=2)=[CH:4][CH:3]=1.[C:16]([O:20][C:21]([N:23]1[CH2:31][CH2:30][CH2:29][CH:25]([C:26](O)=[O:27])[CH2:24]1)=[O:22])([CH3:19])([CH3:18])[CH3:17].O.ON1C2C=CC=CC=2N=N1.Cl.CN(C)CCCN=C=NCC.CN1CCOCC1.C(O)(=O)CC(CC(O)=O)(C(O)=O)O, predict the reaction product. The product is: [C:16]([O:20][C:21]([N:23]1[CH2:31][CH2:30][CH2:29][CH:25]([C:26]([NH:15][CH2:14][C:10]2[S:9][C:8]([C:5]3[CH:4]=[CH:3][C:2]([Cl:1])=[CH:7][CH:6]=3)=[N:12][C:11]=2[CH3:13])=[O:27])[CH2:24]1)=[O:22])([CH3:19])([CH3:18])[CH3:17]. (7) Given the reactants [N:1]1[CH:6]=[CH:5][CH:4]=[CH:3][C:2]=1[CH2:7][C:8]([O:10]CC)=[O:9].[OH-].[K+], predict the reaction product. The product is: [N:1]1[CH:6]=[CH:5][CH:4]=[CH:3][C:2]=1[CH2:7][C:8]([OH:10])=[O:9].